The task is: Predict which catalyst facilitates the given reaction.. This data is from Catalyst prediction with 721,799 reactions and 888 catalyst types from USPTO. (1) The catalyst class is: 11. Product: [CH2:22]1[C:8]2[C:9](=[CH:10][CH:11]=[CH:12][CH:13]=2)[CH2:14][CH2:15][N:20]1[C:21]1[CH:47]=[CH:48][C:49]([CH3:60])=[C:50]([NH:52][C:53](=[O:59])[CH2:54][C:55]([CH3:56])([CH3:57])[CH3:58])[CH:51]=1. Reactant: C1(P(C2CCCCC2)[C:8]2[CH:13]=[CH:12][CH:11]=[CH:10][C:9]=2[C:14]2C=CC=C[C:15]=2[N:20]([CH3:22])[CH3:21])CCCCC1.CC(C)([O-])C.[K+].C1C2C(=CC=CC=2)CCN1.BrC1[CH:47]=[CH:48][C:49]([CH3:60])=[C:50]([NH:52][C:53](=[O:59])[CH2:54][C:55]([CH3:58])([CH3:57])[CH3:56])[CH:51]=1. (2) Reactant: [CH3:1][C@H:2]1[CH2:7][CH2:6][C@H:5](O)[CH2:4][CH2:3]1.[Br:9][C:10]1[CH:11]=[C:12]2[C:17](=[CH:18][CH:19]=1)[CH:16]=[C:15]([OH:20])[CH:14]=[CH:13]2.C1C=CC(P(C2C=CC=CC=2)C2C=CC=CC=2)=CC=1.CC(OC(/N=N/C(OC(C)C)=O)=O)C. Product: [Br:9][C:10]1[CH:19]=[CH:18][C:17]2[C:12](=[CH:13][CH:14]=[C:15]([O:20][C@H:5]3[CH2:6][CH2:7][C@@H:2]([CH3:1])[CH2:3][CH2:4]3)[CH:16]=2)[CH:11]=1. The catalyst class is: 1. (3) Reactant: Cl[C:2]1[S:6][N:5]=[C:4]([S:7][CH3:8])[N:3]=1.[Br-].[CH:10]1([CH2:16][Zn+])[CH2:15][CH2:14][CH2:13][CH2:12][CH2:11]1. Product: [CH3:8][S:7][C:4]1[N:3]=[C:2]([CH2:16][CH:10]2[CH2:15][CH2:14][CH2:13][CH2:12][CH2:11]2)[S:6][N:5]=1. The catalyst class is: 7. (4) Reactant: C(=O)([O-])[O-].[Cs+].[Cs+].[NH:7]1[C:15]2[C:10](=[CH:11][C:12]([C:16]3[C:21]4=[N:22][S:23](=[O:27])(=[O:26])[CH2:24][CH2:25][N:20]4[CH:19]=[CH:18][CH:17]=3)=[CH:13][CH:14]=2)[CH:9]=[CH:8]1.Br[CH2:29][CH2:30][C:31]1[CH:36]=[CH:35][C:34]([F:37])=[CH:33][CH:32]=1.O. Product: [F:37][C:34]1[CH:35]=[CH:36][C:31]([CH2:30][CH2:29][N:7]2[C:15]3[C:10](=[CH:11][C:12]([CH:16]4[C:21]5=[N:22][S:23](=[O:27])(=[O:26])[CH2:24][CH2:25][N:20]5[CH2:19][CH2:18][CH2:17]4)=[CH:13][CH:14]=3)[CH:9]=[CH:8]2)=[CH:32][CH:33]=1. The catalyst class is: 197. (5) The catalyst class is: 15. Product: [Br:1][C:16]1[C:14]2[N:15]=[C:10]([C:9]3[CH:8]=[CH:7][N:6]=[CH:5][C:4]=3[F:3])[N:11]=[C:12]([OH:19])[C:13]=2[S:18][CH:17]=1. Reactant: [Br:1]Br.[F:3][C:4]1[CH:5]=[N:6][CH:7]=[CH:8][C:9]=1[C:10]1[N:11]=[C:12]([OH:19])[C:13]2[S:18][CH:17]=[CH:16][C:14]=2[N:15]=1.S([O-])([O-])(=O)=S.[Na+].[Na+].